This data is from Reaction yield outcomes from USPTO patents with 853,638 reactions. The task is: Predict the reaction yield, written as a fraction of the theoretical maximum amount of product (1.0 means a 100% yield; for example, 0.34 means a 34% yield). (1) The reactants are Br[C:2]1[CH:7]=[CH:6][C:5]([C:8]([CH:10]2[CH2:16][CH:15]3[N:17]([C:18]4[N:23]=[CH:22][CH:21]=[CH:20][N:19]=4)[CH:12]([CH2:13][CH2:14]3)[CH2:11]2)=[O:9])=[CH:4][CH:3]=1.[F:24][C:25]1[CH:30]=[C:29]([F:31])[CH:28]=[CH:27][C:26]=1B(O)O.ClCCl.[O-]P([O-])([O-])=O.[K+].[K+].[K+]. The catalyst is C(OCC)(=O)C.[OH-].[Na+].C1C=CC(P([C]2[CH][CH][CH][CH]2)C2C=CC=CC=2)=CC=1.C1C=CC(P([C]2[CH][CH][CH][CH]2)C2C=CC=CC=2)=CC=1.Cl[Pd]Cl.[Fe].O. The product is [F:24][C:25]1[CH:30]=[C:29]([F:31])[CH:28]=[CH:27][C:26]=1[C:2]1[CH:7]=[CH:6][C:5]([C:8]([CH:10]2[CH2:11][CH:12]3[N:17]([C:18]4[N:19]=[CH:20][CH:21]=[CH:22][N:23]=4)[CH:15]([CH2:14][CH2:13]3)[CH2:16]2)=[O:9])=[CH:4][CH:3]=1. The yield is 0.190. (2) The reactants are [F:1][C:2]1[CH:7]=[CH:6][CH:5]=[C:4]([F:8])[C:3]=1[N:9]1[C:14]2[N:15]=[C:16]([N:29]3[CH2:34][CH2:33][CH:32]([N:35]4[CH2:40][CH2:39][CH:38]([CH3:41])[CH2:37][CH2:36]4)[CH2:31][CH2:30]3)[N:17]=[C:18]([C:19]3[CH:20]=[C:21]([CH:25]=[CH:26][C:27]=3[CH3:28])[C:22](O)=[O:23])[C:13]=2[CH:12]=[CH:11][C:10]1=[O:42].CN(C(O[N:51]1N=N[C:53]2C=CC=[CH:57][C:52]1=2)=[N+](C)C)C.F[P-](F)(F)(F)(F)F.C(N(CC)CC)C.C(N)(C)C. The catalyst is CN(C=O)C. The product is [F:1][C:2]1[CH:7]=[CH:6][CH:5]=[C:4]([F:8])[C:3]=1[N:9]1[C:14]2[N:15]=[C:16]([N:29]3[CH2:30][CH2:31][CH:32]([N:35]4[CH2:36][CH2:37][CH:38]([CH3:41])[CH2:39][CH2:40]4)[CH2:33][CH2:34]3)[N:17]=[C:18]([C:19]3[CH:20]=[C:21]([CH:25]=[CH:26][C:27]=3[CH3:28])[C:22]([NH:51][CH:52]([CH3:57])[CH3:53])=[O:23])[C:13]=2[CH:12]=[CH:11][C:10]1=[O:42]. The yield is 0.485. (3) The catalyst is O1CCOCC1. The yield is 1.00. The reactants are C(OC([NH:8][CH:9]([C:11]1[S:12][C:13]([C:16]([O:18]C)=[O:17])=[CH:14]N=1)[CH3:10])=O)(C)(C)C.[ClH:20].[CH3:21]O. The product is [ClH:20].[NH2:8][CH:9]([C:11]1[S:12][C:13]([C:16]([OH:18])=[O:17])=[CH:14][CH:21]=1)[CH3:10]. (4) The reactants are [CH:1]1([C:4]2[CH:8]=[C:7](N)[S:6][N:5]=2)[CH2:3][CH2:2]1.S(=O)(=O)(O)O.N([O-])=O.[Na+].[I-:19].[K+].C(=O)([O-])[O-].[K+].[K+]. The catalyst is O.C(OCC)(=O)C. The product is [CH:1]1([C:4]2[CH:8]=[C:7]([I:19])[S:6][N:5]=2)[CH2:3][CH2:2]1. The yield is 0.400. (5) The reactants are [CH3:1][CH:2]1[CH2:7][CH2:6][N:5]([C:8]2[C:13]([CH2:14][NH2:15])=[CH:12][CH:11]=[C:10]([C:16]([F:19])([F:18])[F:17])[N:9]=2)[CH2:4][CH2:3]1.[C:20]1([NH:26][C:27]([C:29]2[N:34]=[CH:33][C:32]([CH:35]([CH3:39])[C:36](O)=[O:37])=[CH:31][N:30]=2)=[O:28])[CH:25]=[CH:24][CH:23]=[CH:22][CH:21]=1.F[B-](F)(F)F.N1(OC(N(C)C)=[N+](C)C)C2C=CC=CC=2N=N1.C(N(C(C)C)C(C)C)C. The catalyst is O1CCCC1. The product is [CH3:1][CH:2]1[CH2:3][CH2:4][N:5]([C:8]2[C:13]([CH2:14][NH:15][C:36](=[O:37])[CH:35]([C:32]3[CH:31]=[N:30][C:29]([C:27]([NH:26][C:20]4[CH:21]=[CH:22][CH:23]=[CH:24][CH:25]=4)=[O:28])=[N:34][CH:33]=3)[CH3:39])=[CH:12][CH:11]=[C:10]([C:16]([F:19])([F:17])[F:18])[N:9]=2)[CH2:6][CH2:7]1. The yield is 0.260.